Dataset: Forward reaction prediction with 1.9M reactions from USPTO patents (1976-2016). Task: Predict the product of the given reaction. (1) Given the reactants [C:1]([O:5][C:6]([N:8]1[CH2:12][C@@H:11]([CH2:13][N:14]([CH:31]([CH3:33])[CH3:32])[C:15](=[O:30])[C:16]2[CH:21]=[CH:20][C:19]([O:22][CH3:23])=[C:18]([O:24][CH2:25][CH2:26][CH2:27][O:28][CH3:29])[CH:17]=2)[C@H:10]([NH2:34])[CH2:9]1)=[O:7])([CH3:4])([CH3:3])[CH3:2].[C:35](Cl)(=[O:42])[C:36]1[CH:41]=[CH:40][CH:39]=[CH:38][CH:37]=1.C(N(CC)CC)C.C([O-])(O)=O.[Na+], predict the reaction product. The product is: [C:1]([O:5][C:6]([N:8]1[CH2:12][C@H:11]([CH2:13][N:14]([CH:31]([CH3:32])[CH3:33])[C:15](=[O:30])[C:16]2[CH:21]=[CH:20][C:19]([O:22][CH3:23])=[C:18]([O:24][CH2:25][CH2:26][CH2:27][O:28][CH3:29])[CH:17]=2)[C@@H:10]([NH:34][C:35](=[O:42])[C:36]2[CH:41]=[CH:40][CH:39]=[CH:38][CH:37]=2)[CH2:9]1)=[O:7])([CH3:3])([CH3:4])[CH3:2]. (2) Given the reactants Br[C:2]1[S:3][C:4]([C:12](OC)=[O:13])=[C:5]([CH2:7][C:8](OC)=[O:9])[N:6]=1.[H-].[Al+3].[Li+].[H-].[H-].[H-].[OH-].[Na+].S([O-])([O-])(=O)=O.[Mg+2], predict the reaction product. The product is: [OH:9][CH2:8][CH2:7][C:5]1[N:6]=[CH:2][S:3][C:4]=1[CH2:12][OH:13]. (3) Given the reactants [C:1]([O:5][C:6](=[O:29])[NH:7][C:8]([CH3:28])([CH2:25][CH2:26][CH3:27])[CH2:9][NH:10][C:11]([C:13]1[C:14]([CH3:24])=[N:15][N:16]2[C:21]([OH:22])=[CH:20][C:19]([CH3:23])=[CH:18][C:17]=12)=[O:12])([CH3:4])([CH3:3])[CH3:2].Cl[CH2:31][C:32]1[C:33]([F:41])=[C:34]([CH:37]=[CH:38][C:39]=1[F:40])[C:35]#[N:36].C(=O)([O-])[O-].[Cs+].[Cs+], predict the reaction product. The product is: [C:1]([O:5][C:6](=[O:29])[NH:7][C:8]([CH3:28])([CH2:25][CH2:26][CH3:27])[CH2:9][NH:10][C:11]([C:13]1[C:14]([CH3:24])=[N:15][N:16]2[C:21]([O:22][CH2:31][C:32]3[C:39]([F:40])=[CH:38][CH:37]=[C:34]([C:35]#[N:36])[C:33]=3[F:41])=[CH:20][C:19]([CH3:23])=[CH:18][C:17]=12)=[O:12])([CH3:4])([CH3:3])[CH3:2].